Dataset: Peptide-MHC class I binding affinity with 185,985 pairs from IEDB/IMGT. Task: Regression. Given a peptide amino acid sequence and an MHC pseudo amino acid sequence, predict their binding affinity value. This is MHC class I binding data. (1) The peptide sequence is FWITVMTKW. The MHC is Mamu-B01 with pseudo-sequence Mamu-B01. The binding affinity (normalized) is 0. (2) The binding affinity (normalized) is 0.219. The peptide sequence is VDDGFLDI. The MHC is H-2-Kb with pseudo-sequence H-2-Kb. (3) The peptide sequence is HTLMSIVSSL. The MHC is Mamu-A01 with pseudo-sequence Mamu-A01. The binding affinity (normalized) is 0.431.